Dataset: Forward reaction prediction with 1.9M reactions from USPTO patents (1976-2016). Task: Predict the product of the given reaction. The product is: [C:2]1([CH:1]([NH:8][C:9](=[O:15])[C@H:10]([CH:12]([CH3:13])[CH3:14])[NH2:11])[CH2:19][CH:18]=[CH2:17])[CH:7]=[CH:6][CH:5]=[CH:4][CH:3]=1. Given the reactants [CH:1](=[N:8][C:9](=[O:15])[CH:10]([CH:12]([CH3:14])[CH3:13])[NH2:11])[C:2]1[CH:7]=[CH:6][CH:5]=[CH:4][CH:3]=1.[Br-].[CH2:17]([Zn+])[CH:18]=[CH2:19].C(Br)C=C.O, predict the reaction product.